From a dataset of Full USPTO retrosynthesis dataset with 1.9M reactions from patents (1976-2016). Predict the reactants needed to synthesize the given product. (1) Given the product [F:1][CH:2]([CH2:5][N:6]1[C:15]2[C:10](=[CH:11][CH:12]=[C:13]([O:16][CH3:17])[CH:14]=2)[N:9]=[CH:8][C:7]1=[O:18])[CH2:3][NH:19][CH:20]1[CH2:24][N:23]([C:25]2[CH:26]=[CH:27][C:28]3[O:33][CH2:32][C:31](=[O:34])[NH:30][C:29]=3[CH:35]=2)[C:22](=[O:36])[CH2:21]1, predict the reactants needed to synthesize it. The reactants are: [F:1][CH:2]([CH2:5][N:6]1[C:15]2[C:10](=[CH:11][CH:12]=[C:13]([O:16][CH3:17])[CH:14]=2)[N:9]=[CH:8][C:7]1=[O:18])[CH2:3]O.[NH2:19][CH:20]1[CH2:24][N:23]([C:25]2[CH:26]=[CH:27][C:28]3[O:33][CH2:32][C:31](=[O:34])[NH:30][C:29]=3[CH:35]=2)[C:22](=[O:36])[CH2:21]1.C(O)(=O)C.S([O-])([O-])(=O)=O.[Na+].[Na+].C(O[BH-](OC(=O)C)OC(=O)C)(=O)C.[Na+]. (2) Given the product [CH:1]1([CH2:6][C@H:7]([C:11]2[CH:16]=[CH:15][C:14]([Cl:17])=[C:13]([Cl:18])[CH:12]=2)[C:8]([NH:25][C:26]2[CH:35]=[CH:34][C:33]3[C:28](=[CH:29][CH:30]=[CH:31][CH:32]=3)[N:27]=2)=[O:10])[CH2:2][CH2:3][CH2:4][CH2:5]1, predict the reactants needed to synthesize it. The reactants are: [CH:1]1([CH2:6][C@H:7]([C:11]2[CH:16]=[CH:15][C:14]([Cl:17])=[C:13]([Cl:18])[CH:12]=2)[C:8]([OH:10])=O)[CH2:5][CH2:4][CH2:3][CH2:2]1.C(Cl)(=O)C(Cl)=O.[NH2:25][C:26]1[CH:35]=[CH:34][C:33]2[C:28](=[CH:29][CH:30]=[CH:31][CH:32]=2)[N:27]=1.N1C=CC=CC=1. (3) Given the product [CH2:11]([N:6]1[N:5]=[C:4]([N+:1]([O-:3])=[O:2])[CH:8]=[N:7]1)[CH3:12], predict the reactants needed to synthesize it. The reactants are: [N+:1]([C:4]1[CH:8]=[N:7][NH:6][N:5]=1)([O-:3])=[O:2].[H-].[Na+].[CH2:11](I)[CH3:12].C(=O)(O)[O-].[Na+]. (4) Given the product [CH2:1]([C:5]1[C:10]([CH2:11][C:12]2[CH:17]=[C:16]([CH2:18][CH2:19][CH3:20])[C:15]([OH:21])=[C:14]([CH2:29][CH2:30][CH3:31])[CH:13]=2)=[C:9]([O:32][CH2:33][CH2:34][O:35][CH3:36])[N:8]=[C:7]([CH3:37])[N:6]=1)[CH2:2][CH2:3][CH3:4], predict the reactants needed to synthesize it. The reactants are: [CH2:1]([C:5]1[C:10]([CH2:11][C:12]2[CH:17]=[C:16]([CH2:18][CH2:19][CH3:20])[C:15]([O:21][Si](C(C)(C)C)(C)C)=[C:14]([CH2:29][CH2:30][CH3:31])[CH:13]=2)=[C:9]([O:32][CH2:33][CH2:34][O:35][CH3:36])[N:8]=[C:7]([CH3:37])[N:6]=1)[CH2:2][CH2:3][CH3:4].[F-].C([N+](CCCC)(CCCC)CCCC)CCC.O. (5) The reactants are: [Cl:1][C:2]1[CH:3]=[C:4]2[NH:11][CH2:10][CH2:9][N:5]2[C:6](=[O:8])[N:7]=1.I[CH:13]([CH3:15])[CH3:14].C([O-])([O-])=O.[Cs+].[Cs+]. Given the product [Cl:1][C:2]1[CH:3]=[C:4]2[N:11]([CH:13]([CH3:15])[CH3:14])[CH2:10][CH2:9][N:5]2[C:6](=[O:8])[N:7]=1, predict the reactants needed to synthesize it. (6) Given the product [C:21]([C:12]1[CH:11]([C:8]2[CH:9]=[C:10]3[C:5](=[CH:6][CH:7]=2)[NH:4][N:3]=[C:2]3[NH:1][S:34]([CH2:33][CH2:32][O:31][CH3:30])(=[O:36])=[O:35])[C:16]([C:17]#[N:18])=[C:15]([CH3:19])[NH:14][C:13]=1[CH3:20])#[N:22], predict the reactants needed to synthesize it. The reactants are: [NH2:1][C:2]1[C:10]2[C:5](=[CH:6][CH:7]=[C:8]([CH:11]3[C:16]([C:17]#[N:18])=[C:15]([CH3:19])[NH:14][C:13]([CH3:20])=[C:12]3[C:21]#[N:22])[CH:9]=2)[N:4](C(OC(C)(C)C)=O)[N:3]=1.[CH3:30][O:31][CH2:32][CH2:33][S:34](Cl)(=[O:36])=[O:35].C(N(CC)CC)C.FC(F)(F)C(O)=O.